Dataset: Full USPTO retrosynthesis dataset with 1.9M reactions from patents (1976-2016). Task: Predict the reactants needed to synthesize the given product. (1) Given the product [Br:1][C:2]1[CH:3]=[CH:4][CH:5]=[C:6]2[C:28]=1[C:9]1([CH2:10][CH2:11][N:12]([C:15](=[O:27])[NH:16][CH:17]3[CH:18]4[CH2:26][CH:22]5[CH2:21][CH:20]([CH2:25][CH:24]3[CH2:23]5)[CH2:19]4)[CH2:13][CH2:14]1)[CH2:8][CH:7]2[CH2:29][C:30]([O:32][CH2:33][CH3:34])=[O:31], predict the reactants needed to synthesize it. The reactants are: [Br:1][C:2]1[CH:3]=[CH:4][CH:5]=[C:6]2[C:28]=1[C:9]1([CH2:14][CH2:13][N:12]([C:15](=[O:27])[NH:16][CH:17]3[CH:24]4[CH2:25][CH:20]5[CH2:21][CH:22]([CH2:26][CH:18]3[CH2:19]5)[CH2:23]4)[CH2:11][CH2:10]1)[CH2:8][C:7]2=[CH:29][C:30]([O:32][CH2:33][CH3:34])=[O:31]. (2) Given the product [F:1][C:2]([F:16])([F:17])[C:3]1[CH:4]=[C:5]([CH:9]=[C:10]([C:12]([F:15])([F:13])[F:14])[CH:11]=1)[CH:6]=[O:7], predict the reactants needed to synthesize it. The reactants are: [F:1][C:2]([F:17])([F:16])[C:3]1[CH:4]=[C:5]([CH:9]=[C:10]([C:12]([F:15])([F:14])[F:13])[CH:11]=1)[C:6](Cl)=[O:7].[H][H]. (3) Given the product [OH:8][N:9]1[C:14]2[N:15]=[CH:16][N:17]=[C:18]([CH3:19])[C:13]=2[C:12]([NH:20][CH2:21][C:22]2[CH:27]=[CH:26][C:25]([C:28]([F:31])([F:30])[F:29])=[CH:24][CH:23]=2)=[CH:11][C:10]1=[O:32], predict the reactants needed to synthesize it. The reactants are: C([O:8][N:9]1[C:14]2[N:15]=[CH:16][N:17]=[C:18]([CH3:19])[C:13]=2[C:12]([NH:20][CH2:21][C:22]2[CH:27]=[CH:26][C:25]([C:28]([F:31])([F:30])[F:29])=[CH:24][CH:23]=2)=[CH:11][C:10]1=[O:32])C1C=CC=CC=1.[H][H].